This data is from Reaction yield outcomes from USPTO patents with 853,638 reactions. The task is: Predict the reaction yield, written as a fraction of the theoretical maximum amount of product (1.0 means a 100% yield; for example, 0.34 means a 34% yield). The reactants are [C:1]([O:5][C:6](=[O:33])[NH:7][C:8]1[S:9][C:10]([CH:31]=[O:32])=[C:11]([C:13]2[C:14]([CH:27]([OH:30])[CH2:28][CH3:29])=[N:15][N:16]([CH2:18][C:19]3[CH:24]=[CH:23][C:22]([O:25][CH3:26])=[CH:21][CH:20]=3)[CH:17]=2)[N:12]=1)([CH3:4])([CH3:3])[CH3:2].C1C=C[NH+]=CC=1.[O-][Cr](Cl)(=O)=O. The catalyst is C(Cl)Cl. The product is [C:1]([O:5][C:6](=[O:33])[NH:7][C:8]1[S:9][C:10]([CH:31]=[O:32])=[C:11]([C:13]2[C:14]([C:27](=[O:30])[CH2:28][CH3:29])=[N:15][N:16]([CH2:18][C:19]3[CH:20]=[CH:21][C:22]([O:25][CH3:26])=[CH:23][CH:24]=3)[CH:17]=2)[N:12]=1)([CH3:2])([CH3:3])[CH3:4]. The yield is 1.00.